Dataset: Forward reaction prediction with 1.9M reactions from USPTO patents (1976-2016). Task: Predict the product of the given reaction. (1) Given the reactants [CH3:1][O:2][C:3]1[CH:8]=[CH:7][C:6]([C:9]2[C:14]([CH2:15]O)=[CH:13][CH:12]=[CH:11][N:10]=2)=[CH:5][CH:4]=1.S(Cl)([Cl:19])=O, predict the reaction product. The product is: [Cl:19][CH2:15][C:14]1[C:9]([C:6]2[CH:7]=[CH:8][C:3]([O:2][CH3:1])=[CH:4][CH:5]=2)=[N:10][CH:11]=[CH:12][CH:13]=1. (2) The product is: [O:18]([CH2:25][CH2:26][CH2:27][N:1]1[CH2:6][CH2:5][CH:4]([C:7]2[C:15]3[C:10](=[CH:11][CH:12]=[C:13]([C:16]#[N:17])[CH:14]=3)[NH:9][CH:8]=2)[CH2:3][CH2:2]1)[C:19]1[CH:24]=[CH:23][CH:22]=[CH:21][CH:20]=1. Given the reactants [NH:1]1[CH2:6][CH2:5][CH:4]([C:7]2[C:15]3[C:10](=[CH:11][CH:12]=[C:13]([C:16]#[N:17])[CH:14]=3)[NH:9][CH:8]=2)[CH2:3][CH2:2]1.[O:18]([CH2:25][CH2:26][CH2:27]Br)[C:19]1[CH:24]=[CH:23][CH:22]=[CH:21][CH:20]=1.C(N(CC)CC)C, predict the reaction product. (3) Given the reactants [Cl:1][C:2]1[CH:3]=[C:4]2[C:8](=[CH:9][CH:10]=1)[NH:7][C:6]1[CH:11]([CH3:16])[N:12]([CH3:15])[CH2:13][CH2:14][C:5]2=1.N1CCC[C@H]1C(O)=O.[O-]P([O-])([O-])=O.[K+].[K+].[K+].Br[CH:34]=[C:35]([C:37]1[CH:42]=[CH:41][C:40]([O:43][CH3:44])=[C:39]([F:45])[CH:38]=1)[CH3:36], predict the reaction product. The product is: [Cl:1][C:2]1[CH:3]=[C:4]2[C:8](=[CH:9][CH:10]=1)[N:7]([CH:34]=[C:35]([C:37]1[CH:42]=[CH:41][C:40]([O:43][CH3:44])=[C:39]([F:45])[CH:38]=1)[CH3:36])[C:6]1[CH:11]([CH3:16])[N:12]([CH3:15])[CH2:13][CH2:14][C:5]2=1. (4) Given the reactants [C:1]([O:5][C:6]([NH:8][C@@H:9]([C@H:13]([O:15][CH3:16])[CH3:14])[C:10](O)=[O:11])=[O:7])([CH3:4])([CH3:3])[CH3:2].ClC(OCC(C)C)=O.CN1CCOCC1.[BH4-].[Na+], predict the reaction product. The product is: [OH:11][CH2:10][C@@H:9]([NH:8][C:6](=[O:7])[O:5][C:1]([CH3:4])([CH3:3])[CH3:2])[C@H:13]([O:15][CH3:16])[CH3:14]. (5) Given the reactants [CH2:1]([O:8][C:9](=[O:32])[NH:10][C@@H:11]1[C:14](=[O:15])[N:13]([CH2:16][C:17]2[CH:22]=[CH:21][C:20]([O:23][CH3:24])=[CH:19][C:18]=2[O:25][CH3:26])[C@@H:12]1[CH2:27][NH:28][CH2:29][CH2:30][OH:31])[C:2]1[CH:7]=[CH:6][CH:5]=[CH:4][CH:3]=1.C1N=CN([C:38](N2C=NC=C2)=[O:39])C=1, predict the reaction product. The product is: [CH2:1]([O:8][C:9](=[O:32])[NH:10][C@H:11]1[C@@H:12]([CH2:27][N:28]2[CH2:29][CH2:30][O:31][C:38]2=[O:39])[N:13]([CH2:16][C:17]2[CH:22]=[CH:21][C:20]([O:23][CH3:24])=[CH:19][C:18]=2[O:25][CH3:26])[C:14]1=[O:15])[C:2]1[CH:7]=[CH:6][CH:5]=[CH:4][CH:3]=1.